Dataset: Full USPTO retrosynthesis dataset with 1.9M reactions from patents (1976-2016). Task: Predict the reactants needed to synthesize the given product. Given the product [Br:1][C:2]1[CH:3]=[C:4]2[C:9](=[CH:10][CH:11]=1)[N:8]=[C:7]([O:12][CH3:27])[CH:6]=[C:5]2[C:13]1[CH:18]=[CH:17][CH:16]=[C:15]([O:19][CH2:20][CH3:21])[CH:14]=1, predict the reactants needed to synthesize it. The reactants are: [Br:1][C:2]1[CH:3]=[C:4]2[C:9](=[CH:10][CH:11]=1)[NH:8][C:7](=[O:12])[CH:6]=[C:5]2[C:13]1[CH:18]=[CH:17][CH:16]=[C:15]([O:19][CH2:20][CH3:21])[CH:14]=1.F[B-](F)(F)F.[CH3:27][O+](C)C.[OH-].[Na+].